From a dataset of Full USPTO retrosynthesis dataset with 1.9M reactions from patents (1976-2016). Predict the reactants needed to synthesize the given product. (1) Given the product [CH:12]1([C:2]2[CH:3]=[CH:4][C:5]3[O:9][CH:8]=[CH:7][C:6]=3[CH:10]=2)[CH2:17][CH2:16][CH2:15][CH2:14][CH2:13]1, predict the reactants needed to synthesize it. The reactants are: Br[C:2]1[CH:3]=[CH:4][C:5]2[O:9][CH:8]=[CH:7][C:6]=2[CH:10]=1.[Br-].[CH:12]1([Zn+])[CH2:17][CH2:16][CH2:15][CH2:14][CH2:13]1. (2) Given the product [C:25]1([CH3:35])[CH:26]=[CH:27][C:28]([S:31]([OH:34])(=[O:32])=[O:33])=[CH:29][CH:30]=1.[CH3:16][C@H:13]1[O:12][C@@H:11]([C@H:8]([NH2:7])[CH2:9][CH3:10])[CH2:15][CH2:14]1, predict the reactants needed to synthesize it. The reactants are: C(OC(=O)[NH:7][C@@H:8]([C@H:11]1[CH2:15][CH2:14][C@@H:13]([CH3:16])[O:12]1)[CH2:9][CH3:10])(C)(C)C.C(O)(C(F)(F)F)=O.[C:25]1([CH3:35])[CH:30]=[CH:29][C:28]([S:31]([OH:34])(=[O:33])=[O:32])=[CH:27][CH:26]=1. (3) Given the product [CH:1]1([C:7]2[C:8]([CH2:14][O:18][C:16](=[O:17])[CH3:15])=[N:9][CH:10]=[CH:11][CH:12]=2)[CH2:6][CH2:5][CH2:4][CH2:3][CH2:2]1, predict the reactants needed to synthesize it. The reactants are: [CH:1]1([C:7]2[C:8]([CH3:14])=[N+:9]([O-])[CH:10]=[CH:11][CH:12]=2)[CH2:6][CH2:5][CH2:4][CH2:3][CH2:2]1.[CH3:15][C:16]([O:18]C(C)=O)=[O:17]. (4) Given the product [OH2:5].[F:1][C:2]([F:13])([F:12])[C:3]([C:8]([F:11])([F:10])[F:9])=[O:7], predict the reactants needed to synthesize it. The reactants are: [F:1][C:2]([F:13])([F:12])[C:3]([C:8]([F:11])([F:10])[F:9])([OH:7])C([O-])=[O:5].[K+].C(=O)([O-])[O-].[K+].[K+].BrBr. (5) The reactants are: [Cl:1][C:2]1[CH:3]=[C:4]([C:8]2[N:17]([CH2:18][C:19]([NH:21][CH:22]([CH3:24])[CH3:23])=[O:20])[C:16](=[O:25])[C:15]3[C:10](=[CH:11][CH:12]=[C:13](I)[CH:14]=3)[N:9]=2)[CH:5]=[CH:6][CH:7]=1.[CH2:27]([OH:31])[CH2:28][CH:29]=[CH2:30].C(N(CC)CC)C.C1(P(C2C=CC=CC=2)C2C=CC=CC=2)C=CC=CC=1. Given the product [Cl:1][C:2]1[CH:3]=[C:4]([C:8]2[N:17]([CH2:18][C:19]([NH:21][CH:22]([CH3:24])[CH3:23])=[O:20])[C:16](=[O:25])[C:15]3[C:10](=[CH:11][CH:12]=[C:13]([CH:30]=[CH:29][CH2:28][CH2:27][OH:31])[CH:14]=3)[N:9]=2)[CH:5]=[CH:6][CH:7]=1, predict the reactants needed to synthesize it. (6) Given the product [Cl:28][C:25]([F:26])([F:27])[C:22]1[N:20]2[N:21]=[C:16]([N:12]3[CH2:11][CH2:10][N:9]([C:3]4[C:2]([CH3:1])=[CH:7][CH:6]=[CH:5][C:4]=4[CH3:8])[CH2:14][CH2:13]3)[CH:17]=[CH:18][C:19]2=[N:24][N:23]=1, predict the reactants needed to synthesize it. The reactants are: [CH3:1][C:2]1[CH:7]=[CH:6][CH:5]=[C:4]([CH3:8])[C:3]=1[N:9]1[CH2:14][CH2:13][NH:12][CH2:11][CH2:10]1.Cl[C:16]1[CH:17]=[CH:18][C:19]2[N:20]([C:22]([C:25]([Cl:28])([F:27])[F:26])=[N:23][N:24]=2)[N:21]=1. (7) Given the product [ClH:15].[ClH:15].[NH2:11][CH:3]([CH2:4][C:5]1[CH:10]=[N:9][CH:8]=[CH:7][N:6]=1)[CH2:2][OH:1], predict the reactants needed to synthesize it. The reactants are: [OH:1][CH2:2][CH:3]([NH:11]C(=O)C)[CH2:4][C:5]1[CH:10]=[N:9][CH:8]=[CH:7][N:6]=1.[ClH:15]. (8) Given the product [CH3:1][O:2][C:3]1[CH:12]=[C:11]2[C:6]([CH2:7][CH2:8][CH2:9][CH:10]2[C:13]([O:15][CH3:16])=[O:14])=[CH:5][CH:4]=1, predict the reactants needed to synthesize it. The reactants are: [CH3:1][O:2][C:3]1[CH:12]=[C:11]2[C:6]([CH2:7][CH2:8][CH:9]=[C:10]2[C:13]([O:15][CH3:16])=[O:14])=[CH:5][CH:4]=1. (9) Given the product [Br:1][C:2]1[C:7](=[O:8])[N:6]([CH2:9][CH2:10][NH:12][CH2:13][C:14]2[CH:19]=[CH:18][N:17]=[CH:16][CH:15]=2)[N:5]=[CH:4][C:3]=1[NH:20][C@@H:21]1[CH2:26][C@@H:25]2[CH2:27][C@@H:23]([C:24]2([CH3:28])[CH3:29])[C@H:22]1[CH3:30], predict the reactants needed to synthesize it. The reactants are: [Br:1][C:2]1[C:7](=[O:8])[N:6]([CH2:9][C:10]([NH:12][CH2:13][C:14]2[CH:19]=[CH:18][N:17]=[CH:16][CH:15]=2)=O)[N:5]=[CH:4][C:3]=1[NH:20][C@@H:21]1[CH2:26][C@@H:25]2[CH2:27][C@@H:23]([C:24]2([CH3:29])[CH3:28])[C@H:22]1[CH3:30].O1CCCC1.B.[Cl-].[Na+].